This data is from Forward reaction prediction with 1.9M reactions from USPTO patents (1976-2016). The task is: Predict the product of the given reaction. (1) Given the reactants [CH3:1][N:2]([CH3:8])[C@@H:3]1[CH2:7][CH2:6][NH:5][CH2:4]1.F[C:10]1[C:15]([N+:16]([O-:18])=[O:17])=[CH:14][C:13]([NH:19][C:20]2[N:25]=[C:24]([C:26]3[CH:27]=[N:28][N:29]4[CH2:34][CH2:33][CH2:32][CH2:31][C:30]=34)[CH:23]=[CH:22][N:21]=2)=[C:12]([O:35][CH3:36])[CH:11]=1.CCN(C(C)C)C(C)C, predict the reaction product. The product is: [CH3:1][N:2]([CH3:8])[C@@H:3]1[CH2:7][CH2:6][N:5]([C:10]2[C:15]([N+:16]([O-:18])=[O:17])=[CH:14][C:13]([NH:19][C:20]3[N:25]=[C:24]([C:26]4[CH:27]=[N:28][N:29]5[CH2:34][CH2:33][CH2:32][CH2:31][C:30]=45)[CH:23]=[CH:22][N:21]=3)=[C:12]([O:35][CH3:36])[CH:11]=2)[CH2:4]1. (2) Given the reactants Cl[C:2]1[CH:7]=[C:6]([CH3:8])[N:5]=[C:4]([CH3:9])[C:3]=1[C:10]([C:12]1[CH:17]=[CH:16][C:15]([CH3:18])=[CH:14][CH:13]=1)=O.O.[NH2:20][NH2:21], predict the reaction product. The product is: [CH3:9][C:4]1[C:3]2[C:10]([C:12]3[CH:17]=[CH:16][C:15]([CH3:18])=[CH:14][CH:13]=3)=[N:20][NH:21][C:2]=2[CH:7]=[C:6]([CH3:8])[N:5]=1. (3) Given the reactants [CH3:1][C:2]([C:4]1[CH:9]=[C:8]([C:10]([F:13])([F:12])[F:11])[CH:7]=[C:6]([C:14]([F:17])([F:16])[F:15])[CH:5]=1)=[O:3].[Br:18]Br, predict the reaction product. The product is: [F:17][C:14]([F:15])([F:16])[C:6]1[CH:5]=[C:4]([C:2](=[O:3])[CH2:1][Br:18])[CH:9]=[C:8]([C:10]([F:11])([F:12])[F:13])[CH:7]=1. (4) Given the reactants [C:1](O)(=O)C.C(O)(=O)C.[CH2:9]([NH:16][CH2:17][CH2:18][NH:19][CH2:20][C:21]1[CH:26]=[CH:25][CH:24]=[CH:23][CH:22]=1)[C:10]1[CH:15]=[CH:14][CH:13]=[CH:12][CH:11]=1.[N+:27]([CH2:30][CH2:31]C1C=CC=CC=1)([O-:29])=[O:28].C=O.[C:40]1([CH3:46])[CH:45]=[CH:44][CH:43]=[CH:42][CH:41]=1.CO, predict the reaction product. The product is: [CH2:9]([N:16]1[CH2:31][C:30]([CH2:46][C:40]2[CH:45]=[CH:44][CH:43]=[CH:42][CH:41]=2)([N+:27]([O-:29])=[O:28])[CH2:1][N:19]([CH2:20][C:21]2[CH:26]=[CH:25][CH:24]=[CH:23][CH:22]=2)[CH2:18][CH2:17]1)[C:10]1[CH:11]=[CH:12][CH:13]=[CH:14][CH:15]=1. (5) Given the reactants [O:1]1[CH2:6][CH2:5][N:4]([C:7]2[C:8]3[S:25][C:24]([CH:26]=O)=[CH:23][C:9]=3[N:10]=[C:11]([C:13]3[CH:22]=[CH:21][CH:20]=[C:19]4[C:14]=3[CH:15]=[CH:16][CH:17]=[N:18]4)[N:12]=2)[CH2:3][CH2:2]1.[CH3:28][N:29]1[CH2:34][CH2:33][NH:32][CH2:31][CH2:30]1, predict the reaction product. The product is: [CH3:28][N:29]1[CH2:34][CH2:33][N:32]([CH2:26][C:24]2[S:25][C:8]3[C:7]([N:4]4[CH2:3][CH2:2][O:1][CH2:6][CH2:5]4)=[N:12][C:11]([C:13]4[CH:22]=[CH:21][CH:20]=[C:19]5[C:14]=4[CH:15]=[CH:16][CH:17]=[N:18]5)=[N:10][C:9]=3[CH:23]=2)[CH2:31][CH2:30]1. (6) Given the reactants [C:1]([O:5][C:6](=[O:22])[NH:7][C:8]1[CH:13]=[C:12]([CH:14]2[CH2:16][CH2:15]2)[C:11]([C:17]([F:20])([F:19])[F:18])=[CH:10][C:9]=1[NH2:21])([CH3:4])([CH3:3])[CH3:2].C([O:27][C:28](=O)[CH2:29][C:30]([C:32]1[CH:37]=[CH:36][CH:35]=[C:34]([C:38]2[CH:43]=[CH:42][N:41]=[C:40]([CH3:44])[CH:39]=2)[CH:33]=1)=[O:31])(C)(C)C, predict the reaction product. The product is: [C:1]([O:5][C:6](=[O:22])[NH:7][C:8]1[CH:13]=[C:12]([CH:14]2[CH2:16][CH2:15]2)[C:11]([C:17]([F:20])([F:19])[F:18])=[CH:10][C:9]=1[NH:21][C:28](=[O:27])[CH2:29][C:30]([C:32]1[CH:37]=[CH:36][CH:35]=[C:34]([C:38]2[CH:43]=[CH:42][N:41]=[C:40]([CH3:44])[CH:39]=2)[CH:33]=1)=[O:31])([CH3:4])([CH3:2])[CH3:3]. (7) Given the reactants O.C1(P(C2C=CC=CC=2)C2C=CC=CC=2)C=CC=CC=1.[CH3:21][C@@H:22]1[CH:31]=[CH:30][CH2:29][C:24]2([CH2:28][CH2:27][CH2:26][CH2:25]2)[C@H:23]1[C:32](=[O:36])/[CH:33]=[CH:34]/[CH3:35], predict the reaction product. The product is: [CH3:21][C@@H:22]1[CH:31]=[CH:30][CH2:29][C:24]2([CH2:28][CH2:27][CH2:26][CH2:25]2)[C@H:23]1[C:32](=[O:36])[CH2:33][CH2:34][CH3:35]. (8) The product is: [Cl:10][C:11]1[N:20]=[C:19]([N:6]2[CH2:7][CH2:8][CH2:9][C@@H:4]([NH:3][C:38](=[O:40])[CH3:39])[CH2:5]2)[C:18]2[C:13](=[CH:14][CH:15]=[CH:16][CH:17]=2)[N:12]=1. Given the reactants Cl.Cl.[NH2:3][C@@H:4]1[CH2:9][CH2:8][CH2:7][NH:6][CH2:5]1.[Cl:10][C:11]1[N:20]=[C:19](Cl)[C:18]2[C:13](=[CH:14][CH:15]=[CH:16][CH:17]=2)[N:12]=1.C(N(C(C)C)CC)(C)C.C(N(CC)CC)C.[C:38](Cl)(=[O:40])[CH3:39], predict the reaction product. (9) Given the reactants [OH-].[K+].C([O:5][C:6](=[O:27])[CH2:7][CH2:8][CH:9]1[CH2:14][CH2:13][CH2:12][CH2:11][N:10]1[S:15]([C:18]1[CH:23]=[C:22]([CH3:24])[C:21]([Cl:25])=[CH:20][C:19]=1[CH3:26])(=[O:17])=[O:16])C, predict the reaction product. The product is: [Cl:25][C:21]1[C:22]([CH3:24])=[CH:23][C:18]([S:15]([N:10]2[CH2:11][CH2:12][CH2:13][CH2:14][CH:9]2[CH2:8][CH2:7][C:6]([OH:27])=[O:5])(=[O:16])=[O:17])=[C:19]([CH3:26])[CH:20]=1.